This data is from Reaction yield outcomes from USPTO patents with 853,638 reactions. The task is: Predict the reaction yield, written as a fraction of the theoretical maximum amount of product (1.0 means a 100% yield; for example, 0.34 means a 34% yield). (1) The reactants are CC1[CH2:6][CH2:5][C:4](=[O:7])[CH:3]=1.[CH2:8]([Mg]Cl)[CH3:9].[CH2:12]1COC[CH2:13]1. No catalyst specified. The product is [CH2:12]([C:8]1([CH3:9])[CH2:6][CH2:5][C:4](=[O:7])[CH2:3]1)[CH3:13]. The yield is 0.690. (2) The reactants are [OH:1][C:2]1[CH:7]=[CH:6][C:5]([N:8]2[C:13](=[O:14])[C:12]([CH2:15][C:16]3[CH:21]=[CH:20][C:19]([C:22]4[C:23]([C:28]#[N:29])=[CH:24][CH:25]=[CH:26][CH:27]=4)=[CH:18][CH:17]=3)=[C:11]([CH2:30][CH2:31][CH3:32])[N:10]=[C:9]2[CH3:33])=[CH:4][CH:3]=1.[CH:34]1([CH:37](O)[CH3:38])[CH2:36][CH2:35]1.C1(P(C2C=CC=CC=2)C2C=CC=CC=2)C=CC=CC=1.[N:60]([C:61]([O:63]C(C)C)=[O:62])=[N:60][C:61]([O:63]C(C)C)=[O:62]. The catalyst is O1CCCC1.O.C(OCC)(=O)C. The product is [CH:34]1([CH:37]([O:1][C:2]2[CH:3]=[CH:4][C:5]([N:8]3[C:13](=[O:14])[C:12]([CH2:15][C:16]4[CH:21]=[CH:20][C:19]([C:22]5[CH:27]=[CH:26][CH:25]=[CH:24][C:23]=5[C:28]5[NH:60][C:61](=[O:62])[O:63][N:29]=5)=[CH:18][CH:17]=4)=[C:11]([CH2:30][CH2:31][CH3:32])[N:10]=[C:9]3[CH3:33])=[CH:6][CH:7]=2)[CH3:38])[CH2:36][CH2:35]1. The yield is 0.250. (3) The reactants are [CH:1]1([CH2:4][NH:5][C:6]([C:8]2[CH:13]=[CH:12][CH:11]=[C:10]([C:14]3[C:22]4[C:17](=[CH:18][CH:19]=[C:20]([C:23]5[N:27]=[CH:26][N:25](C(C6C=CC=CC=6)(C6C=CC=CC=6)C6C=CC=CC=6)[N:24]=5)[CH:21]=4)[N:16](C4CCCCO4)[N:15]=3)[CH:9]=2)=[O:7])[CH2:3][CH2:2]1.Cl.C(=O)(O)[O-].[Na+]. The catalyst is O1CCOCC1. The product is [NH:24]1[C:23]([C:20]2[CH:21]=[C:22]3[C:17](=[CH:18][CH:19]=2)[NH:16][N:15]=[C:14]3[C:10]2[CH:9]=[C:8]([C:6]([NH:5][CH2:4][CH:1]3[CH2:3][CH2:2]3)=[O:7])[CH:13]=[CH:12][CH:11]=2)=[N:27][CH:26]=[N:25]1. The yield is 0.540. (4) The reactants are [C:1]([O:5][C:6]([N:8]1[CH2:12][CH2:11][C:10]([C:14]2[CH:19]=[CH:18][C:17]([F:20])=[C:16]([Cl:21])[CH:15]=2)([OH:13])[CH2:9]1)=[O:7])([CH3:4])([CH3:3])[CH3:2].[H-].[Na+].I[CH3:25]. The catalyst is O1CCCC1. The product is [Cl:21][C:16]1[CH:15]=[C:14]([C:10]2([O:13][CH3:25])[CH2:11][CH2:12][N:8]([C:6]([O:5][C:1]([CH3:4])([CH3:2])[CH3:3])=[O:7])[CH2:9]2)[CH:19]=[CH:18][C:17]=1[F:20]. The yield is 0.560. (5) The reactants are [CH:1]1[C:13]2[CH:12]([CH2:14][O:15][C:16]([NH:18][C@@H:19]3[CH2:23][N:22](C(OC(C)(C)C)=O)[C@H:21]([C:31](=[O:43])[NH:32][C@H:33]4[C:42]5[C:37](=[CH:38][CH:39]=[CH:40][CH:41]=5)[CH2:36][CH2:35][CH2:34]4)[CH2:20]3)=[O:17])[C:11]3[C:6](=[CH:7][CH:8]=[CH:9][CH:10]=3)[C:5]=2[CH:4]=[CH:3][CH:2]=1.C(O)(C(F)(F)F)=O. The catalyst is C(Cl)Cl. The product is [C@H:33]1([NH:32][C:31]([C@H:21]2[NH:22][CH2:23][C@@H:19]([NH:18][C:16](=[O:17])[O:15][CH2:14][CH:12]3[C:11]4[CH:10]=[CH:9][CH:8]=[CH:7][C:6]=4[C:5]4[C:13]3=[CH:1][CH:2]=[CH:3][CH:4]=4)[CH2:20]2)=[O:43])[C:42]2[C:37](=[CH:38][CH:39]=[CH:40][CH:41]=2)[CH2:36][CH2:35][CH2:34]1. The yield is 1.00.